Dataset: Peptide-MHC class II binding affinity with 134,281 pairs from IEDB. Task: Regression. Given a peptide amino acid sequence and an MHC pseudo amino acid sequence, predict their binding affinity value. This is MHC class II binding data. (1) The peptide sequence is GAYETYKFIPSLEAA. The MHC is DRB1_0405 with pseudo-sequence DRB1_0405. The binding affinity (normalized) is 0.197. (2) The peptide sequence is FRNIVNMLHGVRDGL. The MHC is DRB1_0405 with pseudo-sequence DRB1_0405. The binding affinity (normalized) is 0.791. (3) The peptide sequence is NYEQQEQASQQILSS. The MHC is DRB1_0301 with pseudo-sequence DRB1_0301. The binding affinity (normalized) is 0.112. (4) The peptide sequence is RPGLLIGFGLRTLWS. The MHC is DRB1_0901 with pseudo-sequence DRB1_0901. The binding affinity (normalized) is 0.699. (5) The peptide sequence is YDKFLANVSTVLQGK. The MHC is DRB1_1602 with pseudo-sequence DRB1_1602. The binding affinity (normalized) is 0.779.